Dataset: Catalyst prediction with 721,799 reactions and 888 catalyst types from USPTO. Task: Predict which catalyst facilitates the given reaction. Reactant: C([NH:9][C:10]([NH:12][C:13]1[CH:18]=[C:17]([I:19])[CH:16]=[C:15]([Br:20])[CH:14]=1)=[S:11])(=O)C1C=CC=CC=1.C[O-].[Na+]. Product: [Br:20][C:15]1[CH:14]=[C:13]([NH:12][C:10]([NH2:9])=[S:11])[CH:18]=[C:17]([I:19])[CH:16]=1. The catalyst class is: 5.